Dataset: Peptide-MHC class I binding affinity with 185,985 pairs from IEDB/IMGT. Task: Regression. Given a peptide amino acid sequence and an MHC pseudo amino acid sequence, predict their binding affinity value. This is MHC class I binding data. (1) The peptide sequence is VARKHHTKI. The MHC is HLA-B07:02 with pseudo-sequence HLA-B07:02. The binding affinity (normalized) is 0.144. (2) The peptide sequence is SSCSSCPLSKI. The MHC is HLA-A29:02 with pseudo-sequence HLA-A29:02. The binding affinity (normalized) is 0.0228. (3) The MHC is HLA-B53:01 with pseudo-sequence HLA-B53:01. The binding affinity (normalized) is 0. The peptide sequence is SSCSSCPLSKI. (4) The peptide sequence is SYINRTGTF. The MHC is HLA-B27:05 with pseudo-sequence HLA-B27:05. The binding affinity (normalized) is 0.0847.